From a dataset of Full USPTO retrosynthesis dataset with 1.9M reactions from patents (1976-2016). Predict the reactants needed to synthesize the given product. (1) Given the product [CH:18]([N:13]1[C:12]([C:34]2[CH:35]=[CH:36][C:31]([C:29]#[N:30])=[CH:32][CH:33]=2)=[C:11]2[C:15]([CH2:16][CH2:17][NH:8][CH2:9][CH2:10]2)=[N:14]1)([CH3:19])[CH3:20], predict the reactants needed to synthesize it. The reactants are: C(OC([N:8]1[CH2:17][CH2:16][C:15]2[C:11](=[C:12](OS(C(F)(F)F)(=O)=O)[N:13]([CH:18]([CH3:20])[CH3:19])[N:14]=2)[CH2:10][CH2:9]1)=O)(C)(C)C.[C:29]([C:31]1[CH:36]=[CH:35][C:34](B(O)O)=[CH:33][CH:32]=1)#[N:30]. (2) Given the product [CH3:8][O:9][CH2:10][CH2:11][N:12]1[CH:6]([C:2]2[S:1][CH:5]=[CH:4][CH:3]=2)[CH:14]([C:13]([NH:31][C:29]2[O:28][N:27]=[C:26]([CH3:25])[CH:30]=2)=[O:24])[C:15]2[C:16](=[CH:20][CH:21]=[CH:22][CH:23]=2)[C:17]1=[O:19], predict the reactants needed to synthesize it. The reactants are: [S:1]1[CH:5]=[CH:4][CH:3]=[C:2]1[CH:6]=O.[CH3:8][O:9][CH2:10][CH2:11][NH2:12].[C:13]1(=[O:24])[O:19][C:17](=O)[C:16]2=[CH:20][CH:21]=[CH:22][CH:23]=[C:15]2[CH2:14]1.[CH3:25][C:26]1[CH:30]=[C:29]([NH2:31])[O:28][N:27]=1.